Dataset: Reaction yield outcomes from USPTO patents with 853,638 reactions. Task: Predict the reaction yield, written as a fraction of the theoretical maximum amount of product (1.0 means a 100% yield; for example, 0.34 means a 34% yield). (1) The reactants are [C:1]([O:4][C@H:5]1[C@@H:10]([O:11][C:12](=[O:14])[CH3:13])[C@H:9]([O:15][C:16](=[O:18])[CH3:17])[C@@H:8]([CH2:19][O:20][C:21](=[O:23])[CH3:22])[O:7][C@@H:6]1[O:24][C@H:25]1[C@H:30]([O:31][C:32](=[O:34])[CH3:33])[C@@H:29]([CH2:35][O:36][C:37](=[O:39])[CH3:38])[O:28][C@H:27]([O:40][C@H:41]2[C@H:46]([O:47][C:48](=[O:50])[CH3:49])[C@@H:45]([CH2:51][O:52][C:53](=[O:55])[CH3:54])[O:44][C@H:43]([O:56][C@H:57]3[C@H:62]([O:63][C:64](=[O:66])[CH3:65])[C@@H:61]([CH2:67][O:68][C:69](=[O:71])[CH3:70])[O:60][C@H:59]([O:72][C@H:73]4[C@@H:94]([O:95][C:96](=[O:98])[CH3:97])[C@H:93]([O:99][C:100](=[O:102])[CH3:101])[C@@H:92]([CH2:103][O:104][C:105](=[O:107])[CH3:106])[O:91][C@@H:74]4[O:75][CH2:76][CH2:77][CH2:78][CH2:79][CH2:80][CH2:81][CH2:82][CH2:83][CH2:84][CH2:85][CH2:86][CH2:87][N:88]=[N+:89]=[N-:90])[C@H:58]3[O:108][C:109](=[O:111])[CH3:110])[C@H:42]2[O:112][C:113](=[O:115])[CH3:114])[C@H:26]1[O:116][C:117](=[O:119])[CH3:118])(=[O:3])[CH3:2].[C:120]([C:122]1[C:131]2[C:126](=[CH:127][CH:128]=[CH:129][CH:130]=2)[CH:125]=[CH:124][CH:123]=1)#[CH:121].O=C1O[C@H]([C@H](CO)O)C([O-])=C1O.[Na+]. The catalyst is S([O-])([O-])(=O)=O.[Cu+2].C(O)(C)(C)C. The product is [C:1]([O:4][C@H:5]1[C@@H:10]([O:11][C:12](=[O:14])[CH3:13])[C@H:9]([O:15][C:16](=[O:18])[CH3:17])[C@@H:8]([CH2:19][O:20][C:21](=[O:23])[CH3:22])[O:7][C@@H:6]1[O:24][C@H:25]1[C@H:30]([O:31][C:32](=[O:34])[CH3:33])[C@@H:29]([CH2:35][O:36][C:37](=[O:39])[CH3:38])[O:28][C@H:27]([O:40][C@H:41]2[C@H:46]([O:47][C:48](=[O:50])[CH3:49])[C@@H:45]([CH2:51][O:52][C:53](=[O:55])[CH3:54])[O:44][C@H:43]([O:56][C@H:57]3[C@H:62]([O:63][C:64](=[O:66])[CH3:65])[C@@H:61]([CH2:67][O:68][C:69](=[O:71])[CH3:70])[O:60][C@H:59]([O:72][C@H:73]4[C@@H:94]([O:95][C:96](=[O:98])[CH3:97])[C@H:93]([O:99][C:100](=[O:102])[CH3:101])[C@@H:92]([CH2:103][O:104][C:105](=[O:107])[CH3:106])[O:91][C@@H:74]4[O:75][CH2:76][CH2:77][CH2:78][CH2:79][CH2:80][CH2:81][CH2:82][CH2:83][CH2:84][CH2:85][CH2:86][CH2:87][N:88]4[CH:121]=[C:120]([C:122]5[C:131]6[C:126](=[CH:127][CH:128]=[CH:129][CH:130]=6)[CH:125]=[CH:124][CH:123]=5)[N:90]=[N:89]4)[C@H:58]3[O:108][C:109](=[O:111])[CH3:110])[C@H:42]2[O:112][C:113](=[O:115])[CH3:114])[C@H:26]1[O:116][C:117](=[O:119])[CH3:118])(=[O:3])[CH3:2]. The yield is 0.260. (2) The reactants are C1([O:7][C:8](=O)[N:9]([C:19]2[CH:24]=[C:23]([O:25][C:26]3[CH:31]=[CH:30][C:29]([NH:32][C:33]([C:35]4([C:38](=[O:47])[NH:39][C:40]5[CH:45]=[CH:44][C:43]([F:46])=[CH:42][CH:41]=5)[CH2:37][CH2:36]4)=[O:34])=[CH:28][C:27]=3[F:48])[CH:22]=[CH:21][N:20]=2)C(OC2C=CC=CC=2)=O)C=CC=CC=1.Cl.Cl.Cl.[CH3:53][N:54]1[CH2:57][CH:56]([N:58]2[CH2:63][CH2:62][NH:61][CH2:60][CH2:59]2)[CH2:55]1.C(N(CC)CC)C. The catalyst is CN(C)C=O. The product is [F:48][C:27]1[CH:28]=[C:29]([NH:32][C:33]([C:35]2([C:38]([NH:39][C:40]3[CH:41]=[CH:42][C:43]([F:46])=[CH:44][CH:45]=3)=[O:47])[CH2:36][CH2:37]2)=[O:34])[CH:30]=[CH:31][C:26]=1[O:25][C:23]1[CH:22]=[CH:21][N:20]=[C:19]([NH:9][C:8]([N:61]2[CH2:62][CH2:63][N:58]([CH:56]3[CH2:57][N:54]([CH3:53])[CH2:55]3)[CH2:59][CH2:60]2)=[O:7])[CH:24]=1. The yield is 0.330. (3) The reactants are [H-].[Na+].[O:3]1[C:7]2([CH2:12][CH2:11][CH:10]([OH:13])[CH2:9][CH2:8]2)[O:6][CH2:5][CH2:4]1.[CH2:14](I)[CH3:15]. The catalyst is C1COCC1. The product is [CH2:14]([O:13][CH:10]1[CH2:11][CH2:12][C:7]2([O:6][CH2:5][CH2:4][O:3]2)[CH2:8][CH2:9]1)[CH3:15]. The yield is 0.550. (4) The reactants are [CH2:1]([N:3]1[CH:7]=[C:6]([NH:8][C:9]2[N:14]=[CH:13][C:12]([O:15][CH2:16][C:17]3[CH:18]=[C:19]([CH:24]=[C:25]([O:28][CH3:29])[C:26]=3[F:27])[C:20]([O:22]C)=O)=[CH:11][N:10]=2)[CH:5]=[N:4]1)[CH3:2].[OH-].[Na+].Cl.CN.[CH3:35][N:36](C(ON1N=NC2C=CC=NC1=2)=[N+](C)C)C.F[P-](F)(F)(F)(F)F.CCN(C(C)C)C(C)C. The catalyst is CO.CN(C=O)C. The product is [CH2:1]([N:3]1[CH:7]=[C:6]([NH:8][C:9]2[N:14]=[CH:13][C:12]([O:15][CH2:16][C:17]3[CH:18]=[C:19]([CH:24]=[C:25]([O:28][CH3:29])[C:26]=3[F:27])[C:20]([NH:36][CH3:35])=[O:22])=[CH:11][N:10]=2)[CH:5]=[N:4]1)[CH3:2]. The yield is 0.591. (5) The catalyst is CCOCC.C[Si](Cl)(C)C.BrCCBr.C1COCC1.CCOC(C)=O.[Cl-].[NH4+].[Zn]. The product is [OH:17][CH:16]([C:15]1[N:11]([CH3:10])[N:12]=[CH:13][C:14]=1[N+:18]([O-:20])=[O:19])[CH2:2][C:3]([O:5][C:6]([CH3:9])([CH3:8])[CH3:7])=[O:4]. The reactants are Br[CH2:2][C:3]([O:5][C:6]([CH3:9])([CH3:8])[CH3:7])=[O:4].[CH3:10][N:11]1[C:15]([CH:16]=[O:17])=[C:14]([N+:18]([O-:20])=[O:19])[CH:13]=[N:12]1. The yield is 0.770.